Dataset: Full USPTO retrosynthesis dataset with 1.9M reactions from patents (1976-2016). Task: Predict the reactants needed to synthesize the given product. Given the product [CH2:20]([O:19][C:13]1[CH:12]=[C:11]([CH2:10][CH2:9][O:8][Si:1]([C:4]([CH3:6])([CH3:7])[CH3:5])([CH3:3])[CH3:2])[CH:18]=[CH:17][C:14]=1[CH:15]=[O:16])[C:21]1[CH:26]=[CH:25][CH:24]=[CH:23][CH:22]=1, predict the reactants needed to synthesize it. The reactants are: [Si:1]([O:8][CH2:9][CH2:10][C:11]1[CH:18]=[CH:17][C:14]([CH:15]=[O:16])=[C:13]([OH:19])[CH:12]=1)([C:4]([CH3:7])([CH3:6])[CH3:5])([CH3:3])[CH3:2].[CH2:20](Cl)[C:21]1[CH:26]=[CH:25][CH:24]=[CH:23][CH:22]=1.C(=O)([O-])[O-].[K+].[K+].O.